This data is from Forward reaction prediction with 1.9M reactions from USPTO patents (1976-2016). The task is: Predict the product of the given reaction. (1) Given the reactants [CH3:1][O:2][CH2:3][O:4][C:5]1[C:6]([C:20]2[O:21][C:22]([CH2:25][NH:26][CH2:27][CH2:28][CH2:29][N:30]3[CH2:35][CH2:34][O:33][CH2:32][CH2:31]3)=[CH:23][CH:24]=2)=[C:7]([CH2:15][C:16]([O:18][CH3:19])=[O:17])[CH:8]=[C:9]([O:11][CH2:12][O:13][CH3:14])[CH:10]=1.CN(C1C=CC=CN=1)C.[C:45](OC(=O)C)(=[O:47])[CH3:46].C(Cl)(Cl)Cl, predict the reaction product. The product is: [C:45]([N:26]([CH2:25][C:22]1[O:21][C:20]([C:6]2[C:5]([O:4][CH2:3][O:2][CH3:1])=[CH:10][C:9]([O:11][CH2:12][O:13][CH3:14])=[CH:8][C:7]=2[CH2:15][C:16]([O:18][CH3:19])=[O:17])=[CH:24][CH:23]=1)[CH2:27][CH2:28][CH2:29][N:30]1[CH2:31][CH2:32][O:33][CH2:34][CH2:35]1)(=[O:47])[CH3:46]. (2) Given the reactants NCC(=C1CCN(C2C(OCF)=C3C(C(=O)C(C(O)=O)=CN3C3CC3)=CC=2F)CC1)Cl.FB([O:35][C:36]([C:38]1[C:47](=[O:48])[C:46]2[C:41](=[C:42]([O:51][CH3:52])[C:43](F)=[C:44]([F:49])[CH:45]=2)[N:40]([CH:53]2[CH2:55][CH2:54]2)[CH:39]=1)=[O:37])F.FC(F)(F)C(O)=O.[F:63][C:64](=[C:78]1[CH2:83][CH2:82][NH:81][CH2:80][CH2:79]1)[CH2:65][CH2:66][N:67]1C(=O)C2C(=CC=CC=2)C1=O, predict the reaction product. The product is: [NH2:67][CH2:66][CH2:65][C:64](=[C:78]1[CH2:79][CH2:80][N:81]([C:43]2[C:42]([O:51][CH3:52])=[C:41]3[C:46]([C:47](=[O:48])[C:38]([C:36]([OH:35])=[O:37])=[CH:39][N:40]3[CH:53]3[CH2:55][CH2:54]3)=[CH:45][C:44]=2[F:49])[CH2:82][CH2:83]1)[F:63]. (3) Given the reactants [F:1][C:2]1[CH:7]=[CH:6][C:5]([CH:8]([CH3:13])[C:9]([O:11][CH3:12])=[O:10])=[CH:4][CH:3]=1.[CH3:14][Si](C)(C)[N-][Si](C)(C)C.[Li+].C(Br)[CH2:25][CH:26]([CH3:28])[CH3:27], predict the reaction product. The product is: [F:1][C:2]1[CH:3]=[CH:4][C:5]([C:8]([CH3:14])([CH2:13][CH2:25][CH:26]([CH3:28])[CH3:27])[C:9]([O:11][CH3:12])=[O:10])=[CH:6][CH:7]=1.